Dataset: Catalyst prediction with 721,799 reactions and 888 catalyst types from USPTO. Task: Predict which catalyst facilitates the given reaction. (1) Reactant: Cl[C:2]1[N:7]=[C:6]([C:8]([O:10][CH2:11][CH3:12])=[CH2:9])[CH:5]=[CH:4][N:3]=1.[F-].[K+].[F:15][C:16]1[C:21]2[S:22][CH:23]=[C:24](B3OC(C)(C)C(C)(C)O3)[C:20]=2[CH:19]=[CH:18][CH:17]=1. Product: [CH2:11]([O:10][C:8]([C:6]1[CH:5]=[CH:4][N:3]=[C:2]([C:24]2[C:20]3[CH:19]=[CH:18][CH:17]=[C:16]([F:15])[C:21]=3[S:22][CH:23]=2)[N:7]=1)=[CH2:9])[CH3:12]. The catalyst class is: 151. (2) Reactant: [F:1][C:2]1[C:21]([NH:22][S:23]([CH2:26][CH2:27][CH3:28])(=[O:25])=[O:24])=[CH:20][CH:19]=[C:18]([F:29])[C:3]=1[C:4]([C:6]1[C:14]2[C:9](=[N:10][CH:11]=[C:12]([C:15](O)=[O:16])[CH:13]=2)[NH:8][CH:7]=1)=[O:5].F[P-](F)(F)(F)(F)F.[N:37]1(OC(N(C)C)=[N+](C)C)[C:41]2[CH:42]=[CH:43][CH:44]=C[C:40]=2[N:39]=N1.C(N(CC)CC)C.N1C=CC=C(N)C=1. Product: [N:39]1[CH:44]=[CH:43][CH:42]=[C:41]([NH:37][C:15]([C:12]2[CH:13]=[C:14]3[C:6]([C:4](=[O:5])[C:3]4[C:18]([F:29])=[CH:19][CH:20]=[C:21]([NH:22][S:23]([CH2:26][CH2:27][CH3:28])(=[O:25])=[O:24])[C:2]=4[F:1])=[CH:7][NH:8][C:9]3=[N:10][CH:11]=2)=[O:16])[CH:40]=1. The catalyst class is: 255. (3) Reactant: [C:1]([Cl:9])(=[O:8])[CH2:2][CH2:3][CH2:4][CH2:5][CH2:6][CH3:7].[CH3:10][S:11]([CH2:14][CH2:15][O:16][CH2:17][CH2:18][NH:19][C:20]1[C:29]2[C:24](=[CH:25][CH:26]=[CH:27][CH:28]=2)[N:23]=[CH:22][C:21]=1[NH2:30])(=[O:13])=[O:12]. Product: [ClH:9].[CH3:10][S:11]([CH2:14][CH2:15][O:16][CH2:17][CH2:18][NH:19][C:20]1[C:29]2[C:24](=[CH:25][CH:26]=[CH:27][CH:28]=2)[N:23]=[CH:22][C:21]=1[NH:30][C:1](=[O:8])[CH2:2][CH2:3][CH2:4][CH2:5][CH2:6][CH3:7])(=[O:13])=[O:12]. The catalyst class is: 10.